From a dataset of Forward reaction prediction with 1.9M reactions from USPTO patents (1976-2016). Predict the product of the given reaction. (1) The product is: [C:1]([NH:8][C:9]1[S:10][C:11]([CH:27]=[CH2:28])=[C:12]([C:14]([O:16][CH2:17][P:18]([O:23][CH2:24][CH3:25])([O:20][CH2:21][CH3:22])=[O:19])=[O:15])[N:13]=1)([O:3][C:4]([CH3:7])([CH3:6])[CH3:5])=[O:2]. Given the reactants [C:1]([NH:8][C:9]1[S:10][C:11](Br)=[C:12]([C:14]([O:16][CH2:17][P:18]([O:23][CH2:24][CH3:25])([O:20][CH2:21][CH3:22])=[O:19])=[O:15])[N:13]=1)([O:3][C:4]([CH3:7])([CH3:6])[CH3:5])=[O:2].[CH2:27]([Sn](CCCC)(CCCC)C=C)[CH2:28]CC.[F-].[Na+], predict the reaction product. (2) Given the reactants [NH2:1][C@@H:2]1[CH2:6][CH2:5][N:4]([C:7]2[C:16]3[C:11](=[CH:12][C:13]([CH3:17])=[CH:14][CH:15]=3)[N:10]=[C:9]([C:18]3[C:23]([F:24])=[CH:22][CH:21]=[CH:20][C:19]=3[OH:25])[N:8]=2)[CH2:3]1.C(N(CC)CC)C.Cl[C:34]([O:36][CH2:37][CH2:38][O:39][CH3:40])=[O:35], predict the reaction product. The product is: [F:24][C:23]1[CH:22]=[CH:21][CH:20]=[C:19]([OH:25])[C:18]=1[C:9]1[N:8]=[C:7]([N:4]2[CH2:5][CH2:6][C@@H:2]([NH:1][C:34](=[O:35])[O:36][CH2:37][CH2:38][O:39][CH3:40])[CH2:3]2)[C:16]2[C:11](=[CH:12][C:13]([CH3:17])=[CH:14][CH:15]=2)[N:10]=1. (3) Given the reactants [Na].[Br:2][C:3]1[CH:10]=[CH:9][C:6]([C:7]#[N:8])=[C:5](F)[C:4]=1[CH3:12].[CH3:13][OH:14], predict the reaction product. The product is: [Br:2][C:3]1[CH:10]=[CH:9][C:6]([C:7]#[N:8])=[C:5]([O:14][CH3:13])[C:4]=1[CH3:12]. (4) Given the reactants CO[C:3]([C:5]1[O:9][N:8]=[C:7]([O:10][CH2:11][C:12]2[C:13]([CH2:18][CH2:19][CH2:20][CH3:21])=[N:14][O:15][C:16]=2[CH3:17])[CH:6]=1)=[O:4].[CH3:22][N:23]([CH3:25])[NH2:24], predict the reaction product. The product is: [CH:13]([NH2:14])([CH3:18])[CH3:12].[CH3:22][N:23]([CH3:25])[NH:24][C:3]([C:5]1[O:9][N:8]=[C:7]([O:10][CH2:11][C:12]2[C:13]([CH2:18][CH2:19][CH2:20][CH3:21])=[N:14][O:15][C:16]=2[CH3:17])[CH:6]=1)=[O:4]. (5) Given the reactants [CH3:1][O:2][C:3]([CH:5]1[CH2:12][CH:11]2[N:13]([CH:14]([C:16]3[CH:25]=[CH:24][C:23]4[C:18](=[CH:19][CH:20]=[C:21]([O:30][CH:31]5[CH2:36][CH2:35][CH:34]([C:37]([F:40])([F:39])[F:38])[CH2:33][CH2:32]5)[C:22]=4[C:26]([F:29])([F:28])[F:27])[CH:17]=3)[CH3:15])[CH:7]([CH2:8][CH2:9][CH2:10]2)[CH2:6]1)=[O:4].C(=O)=O, predict the reaction product. The product is: [CH3:1][O:2][C:3]([CH:5]1[CH2:12][CH:11]2[N:13]([C@H:14]([C:16]3[CH:25]=[CH:24][C:23]4[C:18](=[CH:19][CH:20]=[C:21]([O:30][C@H:31]5[CH2:32][CH2:33][C@@H:34]([C:37]([F:39])([F:40])[F:38])[CH2:35][CH2:36]5)[C:22]=4[C:26]([F:27])([F:28])[F:29])[CH:17]=3)[CH3:15])[CH:7]([CH2:8][CH2:9][CH2:10]2)[CH2:6]1)=[O:4]. (6) The product is: [CH3:38][N:34]1[C:33]2[C:39]([CH3:41])=[CH:40][C:30]([C:28]([C:26]3[CH:25]=[C:24]([O:42][CH3:43])[N:23]=[C:22]([N:15]4[CH2:14][CH2:13][CH:12]([N:9]5[CH2:10][CH2:11][C:5]6[CH:4]=[C:3]([O:2][CH3:1])[CH:20]=[CH:19][C:6]=6[NH:7][C:8]5=[O:18])[CH2:17][CH2:16]4)[CH:27]=3)=[O:29])=[CH:31][C:32]=2[O:36][C:35]1=[O:37]. Given the reactants [CH3:1][O:2][C:3]1[CH:20]=[CH:19][C:6]2[NH:7][C:8](=[O:18])[N:9]([CH:12]3[CH2:17][CH2:16][NH:15][CH2:14][CH2:13]3)[CH2:10][CH2:11][C:5]=2[CH:4]=1.Cl[C:22]1[CH:27]=[C:26]([C:28]([C:30]2[CH:40]=[C:39]([CH3:41])[C:33]3[N:34]([CH3:38])[C:35](=[O:37])[O:36][C:32]=3[CH:31]=2)=[O:29])[CH:25]=[C:24]([O:42][CH3:43])[N:23]=1, predict the reaction product. (7) Given the reactants [NH:1]1[CH2:6][CH2:5][CH:4]([N:7]2[C@@H:16]3[C@H:11]([CH2:12][CH2:13][CH2:14][CH2:15]3)[CH2:10][NH:9][C:8]2=[O:17])[CH2:3][CH2:2]1.C(=O)([O-])[O-].[CH2:22]([O:25][CH2:26][CH:27]1[CH2:32][CH2:31][C:30](=O)[CH2:29][CH2:28]1)[CH2:23][CH3:24].C(O)(=O)C.C(O[BH-](OC(=O)C)OC(=O)C)(=O)C.[Na+].C([O-])(O)=O.[Na+], predict the reaction product. The product is: [CH2:22]([O:25][CH2:26][CH:27]1[CH2:32][CH2:31][CH:30]([N:1]2[CH2:6][CH2:5][CH:4]([N:7]3[C@@H:16]4[C@H:11]([CH2:12][CH2:13][CH2:14][CH2:15]4)[CH2:10][NH:9][C:8]3=[O:17])[CH2:3][CH2:2]2)[CH2:29][CH2:28]1)[CH2:23][CH3:24]. (8) Given the reactants C([O:3][C:4](=O)[NH:5][CH2:6][CH2:7][C:8]1[CH:13]=[C:12]([O:14][CH3:15])[CH:11]=[CH:10][C:9]=1[F:16])C.O=P12OP3(OP(OP(O3)(O1)=O)(=O)O2)=O.O=P(Cl)(Cl)Cl, predict the reaction product. The product is: [F:16][C:9]1[CH:10]=[CH:11][C:12]([O:14][CH3:15])=[C:13]2[C:8]=1[CH2:7][CH2:6][NH:5][C:4]2=[O:3].